From a dataset of Full USPTO retrosynthesis dataset with 1.9M reactions from patents (1976-2016). Predict the reactants needed to synthesize the given product. (1) Given the product [Br:45][CH2:46][CH2:47][CH2:48][CH2:49][CH2:50][CH2:51][CH2:52][CH2:53][O:16][C:13]1[CH:12]=[CH:11][C:10]([CH:8]([C:5]2[CH:4]=[CH:3][C:2]([Cl:1])=[CH:7][CH:6]=2)[OH:9])=[CH:15][CH:14]=1, predict the reactants needed to synthesize it. The reactants are: [Cl:1][C:2]1[CH:7]=[CH:6][C:5]([CH:8]([C:10]2[CH:15]=[CH:14][C:13]([O:16][Si](C(C)C)(C(C)C)C(C)C)=[CH:12][CH:11]=2)[OH:9])=[CH:4][CH:3]=1.CCCC[N+](CCCC)(CCCC)CCCC.[F-].[Br:45][CH2:46][CH2:47][CH2:48][CH2:49][CH2:50][CH2:51][CH2:52][CH2:53]Br.C([O-])([O-])=O.[K+].[K+]. (2) Given the product [CH3:1][N:2]([CH3:32])[C:3]([C:5]1[N:26]([CH:27]2[CH2:31][CH2:30][CH2:29][CH2:28]2)[C:8]2[N:9]=[C:10]([NH:13][C:14]3[CH:19]=[CH:18][C:17]([N:20]4[CH2:21][CH2:22][N:23]([CH2:34][CH2:35][OH:36])[CH2:24][CH2:25]4)=[CH:16][N:15]=3)[N:11]=[CH:12][C:7]=2[CH:6]=1)=[O:4], predict the reactants needed to synthesize it. The reactants are: [CH3:1][N:2]([CH3:32])[C:3]([C:5]1[N:26]([CH:27]2[CH2:31][CH2:30][CH2:29][CH2:28]2)[C:8]2[N:9]=[C:10]([NH:13][C:14]3[CH:19]=[CH:18][C:17]([N:20]4[CH2:25][CH2:24][NH:23][CH2:22][CH2:21]4)=[CH:16][N:15]=3)[N:11]=[CH:12][C:7]=2[CH:6]=1)=[O:4].Br[CH2:34][CH2:35][OH:36]. (3) Given the product [Cl:1][C:2]1[CH:3]=[C:4]2[C:9](=[C:10]([Cl:12])[CH:11]=1)[CH2:8][N:7]([CH3:13])[CH2:6][CH:5]2[C:14]1[CH:15]=[C:16]([NH:47][C:49]([NH:37][CH:36]2[C@@H:38]([OH:39])[C@H:40]([OH:41])[C@@H:42]([CH2:44][OH:45])[O:43][CH:35]2[OH:34])=[O:50])[CH:17]=[CH:18][CH:19]=1, predict the reactants needed to synthesize it. The reactants are: [Cl:1][C:2]1[CH:3]=[C:4]2[C:9](=[C:10]([Cl:12])[CH:11]=1)[CH2:8][N:7]([CH3:13])[CH2:6][CH:5]2[C:14]1[CH:19]=[CH:18][C:17]([C@@](O)([C@@H](O)[C@H](O)[C@H](O)CO)C(N)=O)=[CH:16][CH:15]=1.Cl.[OH:34][CH:35]1[O:43][C@H:42]([CH2:44][OH:45])[C@@H:40]([OH:41])[C@H:38]([OH:39])[C@H:36]1[NH2:37].C[N:47]([CH:49]=[O:50])C. (4) Given the product [CH3:17][C@H:12]1[O:13][C@@H:14]([CH3:16])[CH2:15][N:10]([C:5]2[CH:4]=[CH:3][C:2]([C:19]#[N:21])=[CH:9][C:6]=2[CH:7]=[O:8])[CH2:11]1, predict the reactants needed to synthesize it. The reactants are: Br[C:2]1[CH:3]=[CH:4][C:5]([N:10]2[CH2:15][CH:14]([CH3:16])[O:13][CH:12]([CH3:17])[CH2:11]2)=[C:6]([CH:9]=1)[CH:7]=[O:8].C[C:19]([N:21](C)C)=O. (5) Given the product [C:1]([NH:4][CH2:5][CH2:6][CH2:7][S:8]([O:11][CH2:12][C:13]([CH3:19])([CH3:18])[CH2:14][CH2:15][C:16]([O:27][CH2:20][C:21]1[CH:26]=[CH:25][CH:24]=[CH:23][CH:22]=1)=[O:17])(=[O:10])=[O:9])(=[O:3])[CH3:2], predict the reactants needed to synthesize it. The reactants are: [C:1]([NH:4][CH2:5][CH2:6][CH2:7][S:8]([O:11][CH2:12][C:13]([CH3:19])([CH3:18])[CH2:14][CH2:15][CH:16]=[O:17])(=[O:10])=[O:9])(=[O:3])[CH3:2].[CH2:20]([OH:27])[C:21]1[CH:26]=[CH:25][CH:24]=[CH:23][CH:22]=1.IN1C(=O)CCC1=O.C(=O)([O-])[O-].[K+].[K+]. (6) Given the product [Br:20][C:11]1[CH:10]=[CH:9][C:8]2[C:13](=[C:14]3[C:5](=[CH:6][CH:7]=2)[CH:4]=[CH:3][C:2]([Br:1])=[N:15]3)[N:12]=1, predict the reactants needed to synthesize it. The reactants are: [Br:1][C:2]1[CH:3]=[CH:4][C:5]2[C:14]([N:15]=1)=[C:13]1[C:8]([CH:9]=[CH:10][C:11](=O)[N:12]1C)=[CH:7][CH:6]=2.P(Br)(Br)([Br:20])=O.P(Cl)(Cl)(Cl)(Cl)Cl. (7) Given the product [CH:23]1([N:22]2[C:21]3[CH:20]=[CH:32][C:31]([C:33]([OH:35])=[O:34])=[CH:30][C:29]=3[N:19]=[C:18]2[C:13]2[CH:14]=[C:15]3[C:10](=[CH:11][CH:12]=2)[N:9]=[C:8]([C:46]2[CH:45]=[N:44][N:43]([C:37]4[CH:38]=[CH:39][CH:40]=[CH:41][CH:42]=4)[CH:47]=2)[CH:17]=[CH:16]3)[CH2:24][CH2:25][CH2:26][CH2:27][CH2:28]1, predict the reactants needed to synthesize it. The reactants are: BrC1C=CC(O)=C([C:8]2[CH:17]=[CH:16][C:15]3[C:10](=[CH:11][CH:12]=[C:13]([C:18]4[N:22]([CH:23]5[CH2:28][CH2:27][CH2:26][CH2:25][CH2:24]5)[C:21]5[CH:29]=[CH:30][C:31]([C:33]([OH:35])=[O:34])=[CH:32][C:20]=5[N:19]=4)[CH:14]=3)[N:9]=2)C=1.[C:37]1([N:43]2[CH:47]=[C:46](C(=O)C)[CH:45]=[N:44]2)[CH:42]=[CH:41][CH:40]=[CH:39][CH:38]=1.[OH-].[K+].